Task: Predict which catalyst facilitates the given reaction.. Dataset: Catalyst prediction with 721,799 reactions and 888 catalyst types from USPTO Reactant: Cl.[NH2:2][CH2:3][CH2:4][O:5][C:6]1[CH:11]=[CH:10][C:9]([NH:12][C:13](=[O:22])[C:14]2[CH:19]=[CH:18][CH:17]=[C:16]([O:20][CH3:21])[CH:15]=2)=[CH:8][C:7]=1[C:23]1[N:27]([CH3:28])[N:26]=[CH:25][CH:24]=1.C(N(CC)CC)C.Cl[C:37]([O:39][CH2:40][CH3:41])=[O:38]. Product: [CH2:40]([O:39][C:37](=[O:38])[NH:2][CH2:3][CH2:4][O:5][C:6]1[CH:11]=[CH:10][C:9]([NH:12][C:13](=[O:22])[C:14]2[CH:19]=[CH:18][CH:17]=[C:16]([O:20][CH3:21])[CH:15]=2)=[CH:8][C:7]=1[C:23]1[N:27]([CH3:28])[N:26]=[CH:25][CH:24]=1)[CH3:41]. The catalyst class is: 4.